Dataset: Reaction yield outcomes from USPTO patents with 853,638 reactions. Task: Predict the reaction yield, written as a fraction of the theoretical maximum amount of product (1.0 means a 100% yield; for example, 0.34 means a 34% yield). (1) The reactants are [S:1]1[CH:5]=[CH:4][CH:3]=[C:2]1[C:6](Cl)=[O:7].[Cl:9][C:10]1[CH:11]=[C:12]2[C:17](=[CH:18][CH:19]=1)[N:16]([CH2:20][C:21]1[CH:26]=[CH:25][C:24]([F:27])=[CH:23][CH:22]=1)[C:15](=[O:28])[C:14]([C:29]#[N:30])=[C:13]2[N:31]1[CH2:36][CH2:35][NH:34][CH2:33][CH2:32]1. The catalyst is N1C=CC=CC=1. The product is [Cl:9][C:10]1[CH:11]=[C:12]2[C:17](=[CH:18][CH:19]=1)[N:16]([CH2:20][C:21]1[CH:22]=[CH:23][C:24]([F:27])=[CH:25][CH:26]=1)[C:15](=[O:28])[C:14]([C:29]#[N:30])=[C:13]2[N:31]1[CH2:36][CH2:35][N:34]([C:6]([C:2]2[S:1][CH:5]=[CH:4][CH:3]=2)=[O:7])[CH2:33][CH2:32]1. The yield is 0.550. (2) The reactants are S(Cl)(Cl)=O.[Cl:5][C:6]1[CH:11]=[CH:10][C:9]([C:12]2([CH2:45][C:46]([OH:48])=[O:47])[CH2:17][CH2:16][N:15]([C:18]3[C:19]4[N:20]([N:24]=[C:25]([NH:27][C:28]5[CH:33]=[CH:32][C:31]([C:34](=[O:44])[N:35]([CH3:43])[CH:36]6[CH2:41][CH2:40][N:39]([CH3:42])[CH2:38][CH2:37]6)=[CH:30][CH:29]=5)[N:26]=4)[CH:21]=[CH:22][CH:23]=3)[CH2:14][CH2:13]2)=[CH:8][CH:7]=1.O.[CH3:50][C:51]#N. The catalyst is C(O)C. The product is [Cl:5][C:6]1[CH:7]=[CH:8][C:9]([C:12]2([CH2:45][C:46]([O:48][CH2:50][CH3:51])=[O:47])[CH2:13][CH2:14][N:15]([C:18]3[C:19]4[N:20]([N:24]=[C:25]([NH:27][C:28]5[CH:33]=[CH:32][C:31]([C:34](=[O:44])[N:35]([CH3:43])[CH:36]6[CH2:37][CH2:38][N:39]([CH3:42])[CH2:40][CH2:41]6)=[CH:30][CH:29]=5)[N:26]=4)[CH:21]=[CH:22][CH:23]=3)[CH2:16][CH2:17]2)=[CH:10][CH:11]=1. The yield is 0.110.